Dataset: Full USPTO retrosynthesis dataset with 1.9M reactions from patents (1976-2016). Task: Predict the reactants needed to synthesize the given product. (1) Given the product [N:18]1([C:22]2[C:27]([CH2:28][NH:29][C:30]3[N:34]([C:35]4[CH:40]=[CH:39][CH:38]=[C:37]([Cl:41])[C:36]=4[Cl:42])[CH:33]=[N:32][N:31]=3)=[CH:26][CH:25]=[CH:24][N:23]=2)[CH2:19][CH2:20][CH2:21][NH:15][CH2:16][CH2:17]1, predict the reactants needed to synthesize it. The reactants are: FC(F)(F)C(O)=O.C(OC([N:15]1[CH2:21][CH2:20][CH2:19][N:18]([C:22]2[C:27]([CH2:28][NH:29][C:30]3[N:34]([C:35]4[CH:40]=[CH:39][CH:38]=[C:37]([Cl:41])[C:36]=4[Cl:42])[CH:33]=[N:32][N:31]=3)=[CH:26][CH:25]=[CH:24][N:23]=2)[CH2:17][CH2:16]1)=O)(C)(C)C. (2) Given the product [Cl:25][C:22]1[CH:21]=[C:20]2[C:19](=[CH:24][CH:23]=1)[N:18]([CH2:16][C:14]1[CH:15]=[N:11][NH:12][CH:13]=1)[C:27](=[O:29])[CH2:26]2, predict the reactants needed to synthesize it. The reactants are: CC1C=CC(S([N:11]2[CH:15]=[C:14]([CH:16]=O)[CH:13]=[N:12]2)(=O)=O)=CC=1.[NH2:18][C:19]1[CH:24]=[CH:23][C:22]([Cl:25])=[CH:21][C:20]=1[CH2:26][C:27]([O-:29])=O.[NH2:18][C:19]1[CH:24]=[CH:23][C:22]([Cl:25])=[CH:21][C:20]=1[CH2:26][C:27]([O-:29])=O.[Ba+2].[SiH](CC)(CC)CC.